This data is from Full USPTO retrosynthesis dataset with 1.9M reactions from patents (1976-2016). The task is: Predict the reactants needed to synthesize the given product. (1) Given the product [I:14][C:11]1[CH:12]=[CH:13][C:8]([CH2:7][S:3][C:1](=[O:4])[CH3:2])=[CH:9][CH:10]=1, predict the reactants needed to synthesize it. The reactants are: [C:1]([O-:4])(=[S:3])[CH3:2].[K+].Br[CH2:7][C:8]1[CH:13]=[CH:12][C:11]([I:14])=[CH:10][CH:9]=1.O. (2) Given the product [CH3:34][O:35][CH2:36][C:37]([N:2]1[CH2:3][CH2:4][CH:5]([NH:8][C:9]([C:11]2[C:15]3[N:16]=[CH:17][N:18]=[C:19]([C:20]4[CH:25]=[C:24]([F:26])[C:23]([O:27][CH3:28])=[CH:22][C:21]=4[O:29][CH2:30][CH:31]4[CH2:33][CH2:32]4)[C:14]=3[NH:13][CH:12]=2)=[O:10])[CH2:6][CH2:7]1)=[O:38], predict the reactants needed to synthesize it. The reactants are: Cl.[NH:2]1[CH2:7][CH2:6][CH:5]([NH:8][C:9]([C:11]2[C:15]3[N:16]=[CH:17][N:18]=[C:19]([C:20]4[CH:25]=[C:24]([F:26])[C:23]([O:27][CH3:28])=[CH:22][C:21]=4[O:29][CH2:30][CH:31]4[CH2:33][CH2:32]4)[C:14]=3[NH:13][CH:12]=2)=[O:10])[CH2:4][CH2:3]1.[CH3:34][O:35][CH2:36][C:37](Cl)=[O:38]. (3) Given the product [F:13][B-:12]([F:16])([F:15])[F:14].[CH3:2][N+:3]1([CH2:8][O:9][CH3:10])[CH2:7][CH2:6][CH2:5][CH2:4]1, predict the reactants needed to synthesize it. The reactants are: [Cl-].[CH3:2][N+:3]1([CH2:8][O:9][CH3:10])[CH2:7][CH2:6][CH2:5][CH2:4]1.[H+].[B-:12]([F:16])([F:15])([F:14])[F:13]. (4) Given the product [CH3:20][C:17]1([CH3:21])[O:16][C@@H:15]2[CH2:14][CH2:13][C@@H:12]([C:9]3[N:5]4[CH:6]=[CH:7][N:8]=[C:3]([NH2:1])[C:4]4=[N:11][CH:10]=3)[C@@H:19]2[O:18]1, predict the reactants needed to synthesize it. The reactants are: [NH3:1].Cl[C:3]1[C:4]2[N:5]([C:9]([C@H:12]3[C@H:19]4[C@H:15]([O:16][C:17]([CH3:21])([CH3:20])[O:18]4)[CH2:14][CH2:13]3)=[CH:10][N:11]=2)[CH:6]=[CH:7][N:8]=1. (5) Given the product [CH3:12][O:6][C:5](=[O:7])[C:4]1[CH:8]=[CH:9][C:10]([Cl:11])=[C:2]([Br:1])[CH:3]=1, predict the reactants needed to synthesize it. The reactants are: [Br:1][C:2]1[CH:3]=[C:4]([CH:8]=[CH:9][C:10]=1[Cl:11])[C:5]([OH:7])=[O:6].[C:12](Cl)(=O)C. (6) Given the product [C:1]([N:8]1[CH2:13][CH2:12][CH:11]([O:14][C:15]2[CH:20]=[C:19]([C:21]([F:24])([F:23])[F:22])[CH:18]=[C:17]([NH2:25])[CH:16]=2)[CH2:10][CH2:9]1)([O:3][C:4]([CH3:7])([CH3:6])[CH3:5])=[O:2], predict the reactants needed to synthesize it. The reactants are: [C:1]([N:8]1[CH2:13][CH2:12][CH:11]([O:14][C:15]2[CH:20]=[C:19]([C:21]([F:24])([F:23])[F:22])[CH:18]=[C:17]([N+:25]([O-])=O)[CH:16]=2)[CH2:10][CH2:9]1)([O:3][C:4]([CH3:7])([CH3:6])[CH3:5])=[O:2]. (7) Given the product [Cl:23][C:19]1[C:18]([F:24])=[C:17]([C@H:16]2[C@H:12]([C:10](=[O:11])[NH:9][CH2:8][CH2:7][C@H:5]3[CH2:4][O:3][C:2]([CH3:42])([CH3:1])[O:6]3)[NH:13][C@@H:14]([CH2:35][C:36]([CH3:41])([CH3:40])[CH2:37][CH2:38][O:39][S:51]([CH3:50])(=[O:53])=[O:52])[C@@:15]2([C:27]2[CH:32]=[CH:31][C:30]([Cl:33])=[CH:29][C:28]=2[F:34])[C:25]#[N:26])[CH:22]=[CH:21][CH:20]=1, predict the reactants needed to synthesize it. The reactants are: [CH3:1][C:2]1([CH3:42])[O:6][C@@H:5]([CH2:7][CH2:8][NH:9][C:10]([CH:12]2[CH:16]([C:17]3[CH:22]=[CH:21][CH:20]=[C:19]([Cl:23])[C:18]=3[F:24])[C:15]([C:27]3[CH:32]=[CH:31][C:30]([Cl:33])=[CH:29][C:28]=3[F:34])([C:25]#[N:26])[CH:14]([CH2:35][C:36]([CH3:41])([CH3:40])[CH2:37][CH2:38][OH:39])[NH:13]2)=[O:11])[CH2:4][O:3]1.C(N(CC)CC)C.[CH3:50][S:51](Cl)(=[O:53])=[O:52].O.